From a dataset of Peptide-MHC class I binding affinity with 185,985 pairs from IEDB/IMGT. Regression. Given a peptide amino acid sequence and an MHC pseudo amino acid sequence, predict their binding affinity value. This is MHC class I binding data. (1) The peptide sequence is KAVRGDLNF. The MHC is HLA-B58:01 with pseudo-sequence HLA-B58:01. The binding affinity (normalized) is 0.581. (2) The peptide sequence is WQGPSAAAY. The MHC is HLA-B15:02 with pseudo-sequence HLA-B15:02. The binding affinity (normalized) is 0.703. (3) The peptide sequence is TLKQRLTNL. The MHC is BoLA-T2C with pseudo-sequence BoLA-T2C. The binding affinity (normalized) is 0.412. (4) The peptide sequence is QLVWENFLA. The MHC is HLA-A02:01 with pseudo-sequence HLA-A02:01. The binding affinity (normalized) is 0.713.